The task is: Predict the reaction yield, written as a fraction of the theoretical maximum amount of product (1.0 means a 100% yield; for example, 0.34 means a 34% yield).. This data is from Reaction yield outcomes from USPTO patents with 853,638 reactions. (1) The reactants are C(O/[N:5]=[C:6](/[C:8]1[CH:9]=[C:10]([C:15]2([C:18]([O:20][CH3:21])=[O:19])[CH2:17][CH2:16]2)[CH:11]=[CH:12][C:13]=1[OH:14])\[CH3:7])(=O)C.N1C=CC=CC=1.O. The catalyst is CN(C=O)C. The product is [CH3:7][C:6]1[C:8]2[CH:9]=[C:10]([C:15]3([C:18]([O:20][CH3:21])=[O:19])[CH2:17][CH2:16]3)[CH:11]=[CH:12][C:13]=2[O:14][N:5]=1. The yield is 0.820. (2) The reactants are [CH2:1]([C:5]1[N:6]=[C:7]([CH:27]2[CH2:29][CH2:28]2)[NH:8][C:9](=[O:26])[C:10]=1[CH2:11][C:12]1[CH:17]=[CH:16][C:15]([C:18]2[C:19]([C:24]#[N:25])=[CH:20][CH:21]=[CH:22][CH:23]=2)=[CH:14][CH:13]=1)[CH2:2][CH2:3][CH3:4].[O:30]1[C:34]2[CH:35]=[CH:36][C:37](B(O)O)=[CH:38][C:33]=2[CH2:32][CH2:31]1.N1C=CC=CC=1.C(N(CC)CC)C. The catalyst is C(OCC)(=O)C.C([O-])(=O)C.[Cu+2].C([O-])(=O)C.ClCCl. The product is [CH2:1]([C:5]1[N:6]=[C:7]([CH:27]2[CH2:28][CH2:29]2)[N:8]([C:37]2[CH:36]=[CH:35][C:34]3[O:30][CH2:31][CH2:32][C:33]=3[CH:38]=2)[C:9](=[O:26])[C:10]=1[CH2:11][C:12]1[CH:17]=[CH:16][C:15]([C:18]2[C:19]([C:24]#[N:25])=[CH:20][CH:21]=[CH:22][CH:23]=2)=[CH:14][CH:13]=1)[CH2:2][CH2:3][CH3:4]. The yield is 1.00. (3) The reactants are [C:1]1([CH2:7][N:8]([C@@H:16]([CH2:25][C:26]2[CH:31]=[CH:30][CH:29]=[CH:28][CH:27]=2)[C@H:17]([OH:24])[CH2:18][NH:19][CH2:20][CH:21]([CH3:23])[CH3:22])[CH2:9][C:10]2[CH:15]=[CH:14][CH:13]=[CH:12][CH:11]=2)[CH:6]=[CH:5][CH:4]=[CH:3][CH:2]=1.C(O)(=O)C(O)=O.C(=O)([O-])[O-].[K+].[K+].[O:44]1[C:48]2[CH:49]=[CH:50][C:51]([S:53](Cl)(=[O:55])=[O:54])=[CH:52][C:47]=2[O:46][CH2:45]1. The catalyst is O.O1CCOCC1.C(OCC)(=O)C. The product is [O:44]1[C:48]2[CH:49]=[CH:50][C:51]([S:53]([N:19]([CH2:18][C@@H:17]([OH:24])[C@@H:16]([N:8]([CH2:9][C:10]3[CH:15]=[CH:14][CH:13]=[CH:12][CH:11]=3)[CH2:7][C:1]3[CH:2]=[CH:3][CH:4]=[CH:5][CH:6]=3)[CH2:25][C:26]3[CH:31]=[CH:30][CH:29]=[CH:28][CH:27]=3)[CH2:20][CH:21]([CH3:23])[CH3:22])(=[O:54])=[O:55])=[CH:52][C:47]=2[O:46][CH2:45]1. The yield is 1.05. (4) The reactants are [H-].[H-].[H-].[H-].[Li+].[Al+3].[F:7][C:8]1[CH:13]=[CH:12][C:11]([N:14]2[C:18]3=[C:19]4[C:24](=[C:25]([C:27]#[N:28])[CH:26]=[C:17]3[CH:16]=[N:15]2)[CH:23]=[N:22][CH:21]=[CH:20]4)=[CH:10][CH:9]=1.O.[OH-].[Na+]. The catalyst is C1COCC1. The product is [NH2:28][CH2:27][C:25]1[CH:26]=[C:17]2[CH:16]=[N:15][N:14]([C:11]3[CH:12]=[CH:13][C:8]([F:7])=[CH:9][CH:10]=3)[C:18]2=[C:19]2[C:24]=1[CH:23]=[N:22][CH:21]=[CH:20]2. The yield is 0.320. (5) The reactants are [CH3:1][C:2]1[O:6][N:5]=[C:4]([C:7]2[CH:12]=[CH:11][CH:10]=[CH:9][CH:8]=2)[C:3]=1[CH2:13][NH:14][C:15]1[CH:23]=[CH:22][C:18]([C:19]([OH:21])=O)=[CH:17][N:16]=1.F[B-](F)(F)F.N1(OC(N(C)C)=[N+](C)C)C2C=CC=CC=2N=N1.C(N(CC)C(C)C)(C)C.[CH2:55]([CH2:57][NH2:58])[OH:56]. The catalyst is C(OCC)(=O)C.CN(C=O)C. The product is [OH:56][CH2:55][CH2:57][NH:58][C:19](=[O:21])[C:18]1[CH:22]=[CH:23][C:15]([NH:14][CH2:13][C:3]2[C:4]([C:7]3[CH:8]=[CH:9][CH:10]=[CH:11][CH:12]=3)=[N:5][O:6][C:2]=2[CH3:1])=[N:16][CH:17]=1. The yield is 0.880.